This data is from Experimentally validated miRNA-target interactions with 360,000+ pairs, plus equal number of negative samples. The task is: Binary Classification. Given a miRNA mature sequence and a target amino acid sequence, predict their likelihood of interaction. (1) The miRNA is hsa-miR-758-5p with sequence GAUGGUUGACCAGAGAGCACAC. The protein sequence of the target gene is MKLLENSSFEAINSQLTVETGDAHIIGRIESYSCKMAGDDKHMFKQFCQEGQPHVLEALSPPQTSGLSPSRLSKSQGGEEEGPLSDKCSRKTLFYLIATLNESFRPDYDFSTARSHEFSREPSLSWVVNAVNCSLFSAVREDFKDLKPQLWNAVDEEICLAECDIYSYNPDLDSDPFGEDGSLWSFNYFFYNKRLKRIVFFSCRSISGSTYTPSEAGNELDMELGEEEVEEESRSGGSGAEETSTMEEDRVPVICI. Result: 0 (no interaction). (2) The miRNA is hsa-miR-15a-5p with sequence UAGCAGCACAUAAUGGUUUGUG. The protein sequence of the target gene is MEYASDASLDPEAPWPPAPRARACRVLPWALVAGLLLLLLLAAACAVFLACPWAVSGARASPGSAASPRLREGPELSPDDPAGLLDLRQGMFAQLVAQNVLLIDGPLSWYSDPGLAGVSLTGGLSYKEDTKELVVAKAGVYYVFFQLELRRVVAGEGSGSVSLALHLQPLRSAAGAAALALTVDLPPASSEARNSAFGFQGRLLHLSAGQRLGVHLHTEARARHAWQLTQGATVLGLFRVTPEIPAGLPSPRSE. Result: 1 (interaction). (3) The miRNA is hsa-miR-6774-3p with sequence UCGUGUCCCUCUUGUCCACAG. The protein sequence of the target gene is MAASADLSKSSPTPNGIPSSDPASDAMDPFHACSILKQLKTMYDEGQLTDIVVEVDHGKTFSCHRNVLAAISPYFRSMFTSGLTESTQKEVRIVGVEAESMDLVLNYAYTSRVILTEANVQALFTAASIFQIPSIQDQCAKYMISHLDPQNSIGVFIFADHYGHQELGDRSKEYIRKKFLCVTKEQEFLQLTKDQLISILDSDDLNVDREEHVYESIIRWFEHEQNEREVHLPEIFAKCIRFPLMEDTFIEKIPPQFAQAIAKSCVEKGPSNTNGCTQRLGMTASEMIICFDAAHKHSGK.... Result: 0 (no interaction).